Dataset: Catalyst prediction with 721,799 reactions and 888 catalyst types from USPTO. Task: Predict which catalyst facilitates the given reaction. (1) Reactant: [F:1][C:2]1[CH:3]=[C:4]([NH:17][C:18](=[O:24])[O:19][C:20]([CH3:23])([CH3:22])[CH3:21])[CH:5]=[CH:6][C:7]=1[B:8]1[O:12]C(C)(C)C(C)(C)[O:9]1. Product: [C:20]([O:19][C:18]([NH:17][C:4]1[CH:5]=[CH:6][C:7]([B:8]([OH:12])[OH:9])=[C:2]([F:1])[CH:3]=1)=[O:24])([CH3:23])([CH3:21])[CH3:22]. The catalyst class is: 95. (2) Reactant: [F:1][C:2]1([F:20])[CH2:7][CH2:6][CH:5]([CH2:8]OS(C2C=CC(C)=CC=2)(=O)=O)[CH2:4][CH2:3]1.[N-:21]=[N+:22]=[N-:23].[Na+]. Product: [N:21]([CH2:8][CH:5]1[CH2:6][CH2:7][C:2]([F:20])([F:1])[CH2:3][CH2:4]1)=[N+:22]=[N-:23]. The catalyst class is: 204. (3) Reactant: [Cl:1][C:2]1[CH:3]=[CH:4][C:5]2[N:6]([CH:8]=[CH:9][N:10]=2)[CH:7]=1.[Br:11]Br. Product: [Br:11][C:8]1[N:6]2[CH:7]=[C:2]([Cl:1])[CH:3]=[CH:4][C:5]2=[N:10][CH:9]=1. The catalyst class is: 15. (4) Reactant: [F:1][C:2]1[C:3]2[N:4]([C:14]([SH:17])=[N:15][N:16]=2)[CH:5]=[C:6]([C:8]2[CH:9]=[N:10][N:11]([CH3:13])[CH:12]=2)[CH:7]=1.Br[C:19]1[CH:20]=[C:21]2[C:26](=[CH:27][CH:28]=1)[N:25]=[CH:24][C:23]([C:29]1[CH:30]=[N:31][N:32]([CH3:34])[CH:33]=1)=[C:22]2[O:35][CH3:36].C1(P(C2C=CC=CC=2)C2C3OC4C(=CC=CC=4P(C4C=CC=CC=4)C4C=CC=CC=4)C(C)(C)C=3C=CC=2)C=CC=CC=1.C(N(CC)C(C)C)(C)C. Product: [F:1][C:2]1[C:3]2[N:4]([C:14]([S:17][C:19]3[CH:20]=[C:21]4[C:26](=[CH:27][CH:28]=3)[N:25]=[CH:24][C:23]([C:29]3[CH:30]=[N:31][N:32]([CH3:34])[CH:33]=3)=[C:22]4[O:35][CH3:36])=[N:15][N:16]=2)[CH:5]=[C:6]([C:8]2[CH:9]=[N:10][N:11]([CH3:13])[CH:12]=2)[CH:7]=1. The catalyst class is: 62.